From a dataset of Full USPTO retrosynthesis dataset with 1.9M reactions from patents (1976-2016). Predict the reactants needed to synthesize the given product. (1) Given the product [Cl:10][C:9]1[CH:8]=[CH:7][C:6]([C:11]2[C:12]([C:17]([O:19][CH3:20])=[O:18])=[N:13][CH:14]=[CH:15][CH:16]=2)=[CH:5][C:4]=1[C:1]([NH:35][CH2:34][CH:27]1[CH2:33][CH2:32][CH2:31][CH2:30][CH2:29][CH2:28]1)=[O:3], predict the reactants needed to synthesize it. The reactants are: [C:1]([C:4]1[CH:5]=[C:6]([C:11]2[C:12]([C:17]([O:19][CH3:20])=[O:18])=[N:13][CH:14]=[CH:15][CH:16]=2)[CH:7]=[CH:8][C:9]=1[Cl:10])([OH:3])=O.C(Cl)(=O)C(Cl)=O.[CH:27]1([CH2:34][NH2:35])[CH2:33][CH2:32][CH2:31][CH2:30][CH2:29][CH2:28]1.C(N(CC)CC)C. (2) Given the product [F:1][C:2]1[CH:7]=[CH:6][C:5]([NH:8][C:9]2[C:14]([C:15]3[CH:20]=[CH:19][N:18]=[CH:17][N:16]=3)=[CH:13][CH:12]=[CH:11][N:10]=2)=[CH:4][C:3]=1[NH2:21], predict the reactants needed to synthesize it. The reactants are: [F:1][C:2]1[CH:7]=[CH:6][C:5]([NH:8][C:9]2[C:14]([C:15]3[CH:20]=[CH:19][N:18]=[CH:17][N:16]=3)=[CH:13][CH:12]=[CH:11][N:10]=2)=[CH:4][C:3]=1[N+:21]([O-])=O. (3) Given the product [Cl:1][C:2]1[CH:7]=[CH:6][CH:5]=[C:4]([Cl:8])[C:3]=1[N:9]([C:26](=[O:27])[NH:25][C:23](=[O:24])[C:22]1[CH:28]=[CH:29][C:30]([N+:31]([O-:33])=[O:32])=[C:20]([O:19][CH3:18])[CH:21]=1)[NH:10][C:11]([O:13][C:14]([CH3:17])([CH3:16])[CH3:15])=[O:12], predict the reactants needed to synthesize it. The reactants are: [Cl:1][C:2]1[CH:7]=[CH:6][CH:5]=[C:4]([Cl:8])[C:3]=1[NH:9][NH:10][C:11]([O:13][C:14]([CH3:17])([CH3:16])[CH3:15])=[O:12].[CH3:18][O:19][C:20]1[CH:21]=[C:22]([CH:28]=[CH:29][C:30]=1[N+:31]([O-:33])=[O:32])[C:23]([N:25]=[C:26]=[O:27])=[O:24]. (4) Given the product [NH2:34][CH:14]([C@H:15]1[CH2:20][CH2:19][C@H:18]([NH:21][CH2:22][C:23]2[CH:24]=[CH:25][C:26]3[S:27][CH2:28][C:29](=[O:33])[NH:30][C:31]=3[N:32]=2)[CH2:17][CH2:16]1)[CH2:13][N:10]1[C:11]2[C:6](=[CH:5][CH:4]=[C:3]([C:1]#[N:2])[CH:12]=2)[CH:7]=[CH:8][C:9]1=[O:47], predict the reactants needed to synthesize it. The reactants are: [C:1]([C:3]1[CH:12]=[C:11]2[C:6]([CH:7]=[CH:8][C:9](=[O:47])[N:10]2[CH2:13][CH:14]([NH:34]S(C2C=CC=CC=2[N+]([O-])=O)(=O)=O)[C@H:15]2[CH2:20][CH2:19][C@H:18]([NH:21][CH2:22][C:23]3[CH:24]=[CH:25][C:26]4[S:27][CH2:28][C:29](=[O:33])[NH:30][C:31]=4[N:32]=3)[CH2:17][CH2:16]2)=[CH:5][CH:4]=1)#[N:2].C1(S)C=CC=CC=1.C(=O)([O-])[O-].[K+].[K+]. (5) The reactants are: [Cl:1][CH2:2][C:3]([C:5]1[CH:10]=[CH:9][CH:8]=[CH:7][CH:6]=1)=[O:4].[CH3:11][O:12][C:13]1[N:18]=[CH:17][C:16]([CH:19]([NH:31][C:32]2[CH:33]=[C:34]([CH:40]=[CH:41][CH:42]=2)[C:35]([O:37][CH2:38][CH3:39])=[O:36])[C:20](=[O:30])[O:21][C@@H:22]2[CH:27]3[CH2:28][CH2:29][N:24]([CH2:25][CH2:26]3)[CH2:23]2)=[CH:15][CH:14]=1. Given the product [Cl-:1].[CH2:38]([O:37][C:35]([C:34]1[CH:33]=[C:32]([NH:31][CH:19]([C:16]2[CH:17]=[N:18][C:13]([O:12][CH3:11])=[CH:14][CH:15]=2)[C:20]([O:21][C@@H:22]2[CH:27]3[CH2:28][CH2:29][N+:24]([CH2:2][C:3](=[O:4])[C:5]4[CH:10]=[CH:9][CH:8]=[CH:7][CH:6]=4)([CH2:25][CH2:26]3)[CH2:23]2)=[O:30])[CH:42]=[CH:41][CH:40]=1)=[O:36])[CH3:39], predict the reactants needed to synthesize it. (6) Given the product [CH:26]1([N:32]2[C:36]([CH2:37][CH2:38][C:39]([OH:41])=[O:40])=[CH:35][C:34]([O:15][CH2:14][CH2:13][CH2:12][C:11]3[C:7]([CH:1]4[CH2:6][CH2:5][CH2:4][CH2:3][CH2:2]4)=[N:8][N:9]([C:16]4[CH:21]=[CH:20][C:19]([C:22]([F:23])([F:24])[F:25])=[CH:18][N:17]=4)[CH:10]=3)=[N:33]2)[CH2:27][CH2:28][CH2:29][CH2:30][CH2:31]1, predict the reactants needed to synthesize it. The reactants are: [CH:1]1([C:7]2[C:11]([CH2:12][CH2:13][CH2:14][OH:15])=[CH:10][N:9]([C:16]3[CH:21]=[CH:20][C:19]([C:22]([F:25])([F:24])[F:23])=[CH:18][N:17]=3)[N:8]=2)[CH2:6][CH2:5][CH2:4][CH2:3][CH2:2]1.[CH:26]1([N:32]2[C:36]([CH2:37][CH2:38][C:39]([O:41]CC)=[O:40])=[CH:35][C:34](O)=[N:33]2)[CH2:31][CH2:30][CH2:29][CH2:28][CH2:27]1.C(P(CCCC)CCCC)CCC.N(C(N1CCCCC1)=O)=NC(N1CCCCC1)=O. (7) Given the product [CH:1]([NH:3][C:4](=[N:7][C:8]#[N:9])[S:5][CH3:6])([CH3:10])[CH3:2], predict the reactants needed to synthesize it. The reactants are: [CH2:1]([NH:3][C:4](=[N:7][C:8]#[N:9])[S:5][CH3:6])[CH3:2].[CH:10](N)(C)C.C(N)C. (8) Given the product [CH2:26]([N:10]1[C:9]2[N:8]=[C:7]([CH2:6][C:5]3[CH:4]=[CH:3][C:2]([NH:1][C:37]([NH2:36])=[O:38])=[CH:31][CH:30]=3)[NH:15][C:14]=2[C:13](=[O:16])[N:12]([CH2:17][C:18]2[CH:23]=[CH:22][CH:21]=[CH:20][C:19]=2[F:24])[C:11]1=[O:25])[CH2:27][CH2:28][CH3:29], predict the reactants needed to synthesize it. The reactants are: [NH2:1][C:2]1[CH:31]=[CH:30][C:5]([CH2:6][C:7]2[NH:15][C:14]3[C:13](=[O:16])[N:12]([CH2:17][C:18]4[CH:23]=[CH:22][CH:21]=[CH:20][C:19]=4[F:24])[C:11](=[O:25])[N:10]([CH2:26][CH2:27][CH2:28][CH3:29])[C:9]=3[N:8]=2)=[CH:4][CH:3]=1.C[Si]([N:36]=[C:37]=[O:38])(C)C. (9) Given the product [NH2:8][C:7]1[N:6]=[CH:5][C:4]([CH:11]([CH3:17])[C:12]([O:14][CH2:15][CH3:16])=[O:13])=[CH:3][C:2]=1[F:1], predict the reactants needed to synthesize it. The reactants are: [F:1][C:2]1[CH:3]=[C:4]([CH:11]([CH3:17])[C:12]([O:14][CH2:15][CH3:16])=[O:13])[CH:5]=[N:6][C:7]=1[N+:8]([O-])=O.[H][H].